From a dataset of Reaction yield outcomes from USPTO patents with 853,638 reactions. Predict the reaction yield, written as a fraction of the theoretical maximum amount of product (1.0 means a 100% yield; for example, 0.34 means a 34% yield). (1) The reactants are C([NH:4][CH2:5][C@H:6]([C:8]1[CH:9]=[CH:10][CH:11]=[C:12]2[C:17]=1[N:16]=[CH:15][CH:14]=[C:13]2[C:18]([NH:20][CH3:21])=[O:19])[CH3:7])(=O)C.[ClH:22].[OH-].[Na+].Cl.CC(O)C.Cl.NC[C@H](C1C=CC=C2C=1N=CC=C2C(NC)=O)C. The catalyst is CCOC(C)=O. The product is [ClH:22].[ClH:22].[NH2:4][CH2:5][C@H:6]([C:8]1[CH:9]=[CH:10][CH:11]=[C:12]2[C:17]=1[N:16]=[CH:15][CH:14]=[C:13]2[C:18]([NH:20][CH3:21])=[O:19])[CH3:7]. The yield is 0.610. (2) The reactants are [Cl:1][C:2]1[N:10]=[C:9]2[C:5]([N:6]=[C:7]([I:11])[NH:8]2)=[C:4]([N:12]2[CH2:17][CH2:16][O:15][CH2:14][CH2:13]2)[N:3]=1.C(=O)([O-])[O-].[Cs+].[Cs+].[CH2:24](Br)[CH:25]=[CH2:26]. The catalyst is CN(C=O)C.[Cl-].[Na+].O.C(Cl)Cl. The product is [CH2:26]([N:8]1[C:7]([I:11])=[N:6][C:5]2[C:9]1=[N:10][C:2]([Cl:1])=[N:3][C:4]=2[N:12]1[CH2:13][CH2:14][O:15][CH2:16][CH2:17]1)[CH:25]=[CH2:24]. The yield is 0.900.